This data is from Human liver microsome stability data. The task is: Regression/Classification. Given a drug SMILES string, predict its absorption, distribution, metabolism, or excretion properties. Task type varies by dataset: regression for continuous measurements (e.g., permeability, clearance, half-life) or binary classification for categorical outcomes (e.g., BBB penetration, CYP inhibition). Dataset: hlm. (1) The result is 1 (stable in human liver microsomes). The molecule is CCCCCOC(=O)C[C@H](NP1(=O)COC(Cn2cnc3c(N)ncnc32)CO1)C(=O)OCCCCC. (2) The molecule is NCCc1cn(S(=O)(=O)c2c(Cl)nc3sccn23)c2ccccc12. The result is 0 (unstable in human liver microsomes).